This data is from TCR-epitope binding with 47,182 pairs between 192 epitopes and 23,139 TCRs. The task is: Binary Classification. Given a T-cell receptor sequence (or CDR3 region) and an epitope sequence, predict whether binding occurs between them. (1) The epitope is LLFNKVTLA. The TCR CDR3 sequence is CASSLDSGTNYGYTF. Result: 0 (the TCR does not bind to the epitope). (2) The epitope is FLPRVFSAV. The TCR CDR3 sequence is CASSLGEASNQPQHF. Result: 0 (the TCR does not bind to the epitope). (3) The epitope is IVTDFSVIK. The TCR CDR3 sequence is CASTGGGGPFQAFF. Result: 0 (the TCR does not bind to the epitope). (4) The epitope is YFPLQSYGF. The TCR CDR3 sequence is CASSMAGELFF. Result: 1 (the TCR binds to the epitope). (5) The epitope is SLFNTVATLY. The TCR CDR3 sequence is RASSLTIPPGTKENQPQHF. Result: 0 (the TCR does not bind to the epitope). (6) Result: 1 (the TCR binds to the epitope). The epitope is VVYRGTTTY. The TCR CDR3 sequence is CASSPDGYGYTF.